From a dataset of Forward reaction prediction with 1.9M reactions from USPTO patents (1976-2016). Predict the product of the given reaction. (1) Given the reactants [NH2:1][C:2]1[CH:7]=[CH:6][C:5]([CH2:8][CH2:9][CH2:10][C:11]([OH:13])=[O:12])=[CH:4][CH:3]=1.[ClH:14].[CH3:15]O, predict the reaction product. The product is: [ClH:14].[NH2:1][C:2]1[CH:3]=[CH:4][C:5]([CH2:8][CH2:9][CH2:10][C:11]([O:13][CH3:15])=[O:12])=[CH:6][CH:7]=1. (2) The product is: [CH:30]([O:29][C:5]1[CH:4]=[C:3]([CH3:33])[C:2]([C:42]2[CH:43]=[N:44][N:45]([CH2:47][CH2:48][N:49]3[CH2:54][CH2:53][O:52][CH2:51][CH2:50]3)[CH:46]=2)=[CH:7][C:6]=1[NH:8][C:9]1[N:14]=[C:13]([NH:15][C:16]2[CH:21]=[CH:20][CH:19]=[CH:18][C:17]=2[S:22]([CH:25]([CH3:27])[CH3:26])(=[O:24])=[O:23])[C:12]([CH3:28])=[CH:11][N:10]=1)([CH3:32])[CH3:31]. Given the reactants Br[C:2]1[C:3]([CH3:33])=[CH:4][C:5]([O:29][CH:30]([CH3:32])[CH3:31])=[C:6]([NH:8][C:9]2[N:14]=[C:13]([NH:15][C:16]3[CH:21]=[CH:20][CH:19]=[CH:18][C:17]=3[S:22]([CH:25]([CH3:27])[CH3:26])(=[O:24])=[O:23])[C:12]([CH3:28])=[CH:11][N:10]=2)[CH:7]=1.CC1(C)C(C)(C)OB([C:42]2[CH:43]=[N:44][N:45]([CH2:47][CH2:48][N:49]3[CH2:54][CH2:53][O:52][CH2:51][CH2:50]3)[CH:46]=2)O1.[O-]P([O-])([O-])=O.[K+].[K+].[K+].C1(P(C2CCCCC2)C2CCCCC2)CCCCC1, predict the reaction product.